This data is from Catalyst prediction with 721,799 reactions and 888 catalyst types from USPTO. The task is: Predict which catalyst facilitates the given reaction. Reactant: [CH2:1]([O:8][C:9]1[CH:14]=[C:13]([CH2:15][C:16]2[CH:21]=[C:20]([CH3:22])[CH:19]=[CH:18][C:17]=2[O:23]CC2C=CC(OC)=CC=2)[CH:12]=[CH:11][C:10]=1[N:33]1[S:37](=[O:39])(=[O:38])[N:36]([CH2:40][CH2:41][Si:42]([CH3:45])([CH3:44])[CH3:43])[C:35](=[O:46])[CH2:34]1)[C:2]1[CH:7]=[CH:6][CH:5]=[CH:4][CH:3]=1. Product: [CH2:1]([O:8][C:9]1[CH:14]=[C:13]([CH2:15][C:16]2[CH:21]=[C:20]([CH3:22])[CH:19]=[CH:18][C:17]=2[OH:23])[CH:12]=[CH:11][C:10]=1[N:33]1[S:37](=[O:39])(=[O:38])[N:36]([CH2:40][CH2:41][Si:42]([CH3:43])([CH3:45])[CH3:44])[C:35](=[O:46])[CH2:34]1)[C:2]1[CH:3]=[CH:4][CH:5]=[CH:6][CH:7]=1. The catalyst class is: 137.